Dataset: Reaction yield outcomes from USPTO patents with 853,638 reactions. Task: Predict the reaction yield, written as a fraction of the theoretical maximum amount of product (1.0 means a 100% yield; for example, 0.34 means a 34% yield). (1) The reactants are [C:1]([C:3]1[CH:8]=[CH:7][C:6]([N:9]2[C:16](=[O:17])[C:12]3([CH2:15][CH2:14][CH2:13]3)[N:11]([C:18]3[CH:23]=[CH:22][C:21]([CH2:24][CH2:25][CH2:26][C:27]([OH:29])=O)=[CH:20][CH:19]=3)[C:10]2=[S:30])=[CH:5][C:4]=1[C:31]([F:34])([F:33])[F:32])#[N:2].ClC1C=C(Cl)C=C(Cl)C=1C(Cl)=O.[CH3:47][S:48]([NH2:51])(=[O:50])=[O:49]. The catalyst is CN(C)C1C=CN=CC=1.ClCCl. The product is [C:1]([C:3]1[CH:8]=[CH:7][C:6]([N:9]2[C:16](=[O:17])[C:12]3([CH2:15][CH2:14][CH2:13]3)[N:11]([C:18]3[CH:19]=[CH:20][C:21]([CH2:24][CH2:25][CH2:26][C:27]([NH:51][S:48]([CH3:47])(=[O:50])=[O:49])=[O:29])=[CH:22][CH:23]=3)[C:10]2=[S:30])=[CH:5][C:4]=1[C:31]([F:34])([F:32])[F:33])#[N:2]. The yield is 0.940. (2) The reactants are [CH2:1]([N:8]1[CH2:15][CH:14]2[CH:10]([CH2:11][NH:12][CH2:13]2)[CH2:9]1)[C:2]1[CH:7]=[CH:6][CH:5]=[CH:4][CH:3]=1.Br[C:17]1[CH:22]=[CH:21][C:20]([F:23])=[CH:19][CH:18]=1.CC(C)([O-])C.[Na+]. No catalyst specified. The product is [CH2:1]([N:8]1[CH2:9][CH:10]2[CH:14]([CH2:13][N:12]([C:17]3[CH:22]=[CH:21][C:20]([F:23])=[CH:19][CH:18]=3)[CH2:11]2)[CH2:15]1)[C:2]1[CH:7]=[CH:6][CH:5]=[CH:4][CH:3]=1. The yield is 0.700. (3) The reactants are [C:1]([C:4]1[C:9]([C:10]2[CH:15]=[CH:14][CH:13]=[CH:12][CH:11]=2)=[N:8][N:7]([CH2:16][CH3:17])[C:6](=[O:18])[C:5]=1[N+:19]([O-])=O)(=[O:3])[CH3:2].N[C:23]1[CH:24]=[C:25]2[C:29](=[CH:30][CH:31]=1)[NH:28][CH:27]=[CH:26]2. The catalyst is C(O)C. The product is [C:1]([C:4]1[C:9]([C:10]2[CH:15]=[CH:14][CH:13]=[CH:12][CH:11]=2)=[N:8][N:7]([CH2:16][CH3:17])[C:6](=[O:18])[C:5]=1[NH:19][C:23]1[CH:24]=[C:25]2[C:29](=[CH:30][CH:31]=1)[NH:28][CH:27]=[CH:26]2)(=[O:3])[CH3:2]. The yield is 0.933. (4) The reactants are [C:1]([C:5]1[CH:10]=[C:9](Br)[C:8]([N+:12]([O-:14])=[O:13])=[CH:7][C:6]=1[O:15][CH2:16][C:17]1[CH:22]=[CH:21][CH:20]=[CH:19][CH:18]=1)([CH3:4])([CH3:3])[CH3:2].[F-:23].[K+].[K+].[Br-].Cl[C:28]([F:34])([F:33])C(OC)=O. The catalyst is O.[Cu]I.CN(C=O)C. The product is [C:1]([C:5]1[CH:10]=[C:9]([C:28]([F:34])([F:23])[F:33])[C:8]([N+:12]([O-:14])=[O:13])=[CH:7][C:6]=1[O:15][CH2:16][C:17]1[CH:22]=[CH:21][CH:20]=[CH:19][CH:18]=1)([CH3:4])([CH3:3])[CH3:2]. The yield is 0.670. (5) The reactants are C(OC([NH:8][CH2:9][CH:10]([NH:21][C:22](=[O:37])[C:23]1[CH:28]=[CH:27][C:26]([C:29]([N:31]2[CH2:35][CH2:34][CH2:33][CH2:32]2)=[O:30])=[C:25]([CH3:36])[CH:24]=1)[C:11]1[NH:15][C:14]2[CH:16]=[CH:17][C:18]([Cl:20])=[CH:19][C:13]=2[N:12]=1)=O)(C)(C)C.FC(F)(F)C(O)=O.ClCl. No catalyst specified. The product is [NH2:8][CH2:9][CH:10]([NH:21][C:22](=[O:37])[C:23]1[CH:28]=[CH:27][C:26]([C:29]([N:31]2[CH2:35][CH2:34][CH2:33][CH2:32]2)=[O:30])=[C:25]([CH3:36])[CH:24]=1)[C:11]1[NH:15][C:14]2[CH:16]=[CH:17][C:18]([Cl:20])=[CH:19][C:13]=2[N:12]=1. The yield is 0.600. (6) The catalyst is C(O)CCC.C1C=CC([P]([Pd]([P](C2C=CC=CC=2)(C2C=CC=CC=2)C2C=CC=CC=2)([P](C2C=CC=CC=2)(C2C=CC=CC=2)C2C=CC=CC=2)[P](C2C=CC=CC=2)(C2C=CC=CC=2)C2C=CC=CC=2)(C2C=CC=CC=2)C2C=CC=CC=2)=CC=1. The reactants are Br[C:2]1[CH:11]=[C:10]2[C:5]([CH:6]=[CH:7][N:8]=[C:9]2[N:12]2[CH2:17][CH2:16][N:15]([C:18]([O:20][C:21]([CH3:24])([CH3:23])[CH3:22])=[O:19])[CH2:14][CH2:13]2)=[CH:4][CH:3]=1.[Cl:25][C:26]1[CH:31]=[CH:30][CH:29]=[C:28]([CH3:32])[C:27]=1[SH:33]. The product is [C:21]([O:20][C:18]([N:15]1[CH2:16][CH2:17][N:12]([C:9]2[C:10]3[C:5](=[CH:4][CH:3]=[C:2]([S:33][C:27]4[C:28]([CH3:32])=[CH:29][CH:30]=[CH:31][C:26]=4[Cl:25])[CH:11]=3)[CH:6]=[CH:7][N:8]=2)[CH2:13][CH2:14]1)=[O:19])([CH3:24])([CH3:23])[CH3:22]. The yield is 0.864. (7) The reactants are [CH:1]1([C:4]2[C:13]3[C:8](=[CH:9][CH:10]=[CH:11][CH:12]=3)[C:7]([NH2:14])=[CH:6][CH:5]=2)[CH2:3][CH2:2]1.C(=O)(O)[O-].[Na+].[C:20](Cl)(Cl)=[S:21]. The catalyst is ClCCl. The product is [CH:1]1([C:4]2[C:13]3[C:8](=[CH:9][CH:10]=[CH:11][CH:12]=3)[C:7]([N:14]=[C:20]=[S:21])=[CH:6][CH:5]=2)[CH2:3][CH2:2]1. The yield is 0.990.